This data is from Reaction yield outcomes from USPTO patents with 853,638 reactions. The task is: Predict the reaction yield, written as a fraction of the theoretical maximum amount of product (1.0 means a 100% yield; for example, 0.34 means a 34% yield). (1) The reactants are [Na+].[C:2]1([CH3:11])[CH:7]=[CH:6][C:5]([S:8]([O-:10])=[O:9])=[CH:4][CH:3]=1.[CH2:12](Br)[C:13]([CH3:16])([CH3:15])[CH3:14]. The catalyst is CN(C=O)C.O.[I-].C([N+](CCCC)(CCCC)CCCC)CCC. The product is [CH3:12][C:13]([CH3:16])([CH3:15])[CH2:14][S:8]([C:5]1[CH:6]=[CH:7][C:2]([CH3:11])=[CH:3][CH:4]=1)(=[O:10])=[O:9]. The yield is 0.450. (2) The reactants are [CH3:1][Mg]Br.[CH3:4][C:5]1[CH:10]=[C:9]([CH3:11])[CH:8]=[CH:7][C:6]=1[CH:12]([C:34]1[CH:39]=[CH:38][CH:37]=[CH:36][CH:35]=1)[NH:13][C:14](=[O:33])[CH2:15][C:16]1[CH:17]=[CH:18][C:19]2[O:23][C:22]([C:24](=[O:31])[C:25]3[CH:30]=[CH:29][N:28]=[CH:27][CH:26]=3)=[CH:21][C:20]=2[CH:32]=1. The catalyst is C1COCC1. The product is [CH3:4][C:5]1[CH:10]=[C:9]([CH3:11])[CH:8]=[CH:7][C:6]=1[CH:12]([C:34]1[CH:35]=[CH:36][CH:37]=[CH:38][CH:39]=1)[NH:13][C:14](=[O:33])[CH2:15][C:16]1[CH:17]=[CH:18][C:19]2[O:23][C:22]([C:24]([OH:31])([C:25]3[CH:30]=[CH:29][N:28]=[CH:27][CH:26]=3)[CH3:1])=[CH:21][C:20]=2[CH:32]=1. The yield is 0.874. (3) The reactants are [F:1][C:2]([F:25])([F:24])[C:3]1[CH:8]=[CH:7][C:6]([C:9]2[O:13][N:12]=[C:11]([C:14]3[CH:15]=[C:16]([CH:21]=[CH:22][CH:23]=3)[C:17]([O:19]C)=[O:18])[CH:10]=2)=[CH:5][CH:4]=1.[OH-].[Na+].O1CCCC1.Cl. The catalyst is O.CO. The product is [F:25][C:2]([F:1])([F:24])[C:3]1[CH:4]=[CH:5][C:6]([C:9]2[O:13][N:12]=[C:11]([C:14]3[CH:15]=[C:16]([CH:21]=[CH:22][CH:23]=3)[C:17]([OH:19])=[O:18])[CH:10]=2)=[CH:7][CH:8]=1. The yield is 0.880. (4) The reactants are [F:1][C:2]1[CH:7]=[CH:6][C:5]([C:8]2[CH:9]=[C:10]3[C:15](=[CH:16][CH:17]=2)[N:14]=[CH:13][C:12]([NH2:18])=[C:11]3[C:19]([F:22])([F:21])[F:20])=[CH:4][CH:3]=1.CO.N#N. The catalyst is CCOC(C)=O.[OH-].[Pd+2].[OH-]. The product is [F:1][C:2]1[CH:3]=[CH:4][C:5]([C:8]2[CH:9]=[C:10]3[C:15](=[CH:16][CH:17]=2)[NH:14][CH2:13][CH:12]([NH2:18])[CH:11]3[C:19]([F:22])([F:20])[F:21])=[CH:6][CH:7]=1. The yield is 0.150. (5) The reactants are [NH2:1][C:2]1[CH:14]=[CH:13][C:12]([C:15]2[CH:16]=[N:17][N:18]([CH2:20][CH2:21][CH2:22][OH:23])[CH:19]=2)=[CH:11][C:3]=1[C:4]([N:6](CC)[CH2:7][CH3:8])=[O:5].NC1C=CC(Br)=CC=1C(NCC)=O. No catalyst specified. The product is [NH2:1][C:2]1[CH:14]=[CH:13][C:12]([C:15]2[CH:16]=[N:17][N:18]([CH2:20][CH2:21][CH2:22][OH:23])[CH:19]=2)=[CH:11][C:3]=1[C:4]([NH:6][CH2:7][CH3:8])=[O:5]. The yield is 0.370. (6) The reactants are [CH2:1]([C:7]1[C:8]2[S:17][CH:16]=[C:15]([CH2:18][CH2:19][CH2:20][CH2:21][CH2:22][CH3:23])[C:9]=2[S:10][C:11]=1C(O)=O)[CH2:2][CH2:3][CH2:4][CH2:5][CH3:6].N1C2C(=CC=CC=2)C=CC=1.C(=O)=O. The catalyst is [Cu].CCCCCC. The product is [CH2:18]([C:15]1[C:9]2[S:10][CH:11]=[C:7]([CH2:1][CH2:2][CH2:3][CH2:4][CH2:5][CH3:6])[C:8]=2[S:17][CH:16]=1)[CH2:19][CH2:20][CH2:21][CH2:22][CH3:23]. The yield is 0.684. (7) The reactants are Br[C:2]1[CH:7]=[CH:6][CH:5]=[C:4]([CH2:8][CH3:9])[N:3]=1.C([Li])CCC.Cl[P:16]([C:25]1[CH:30]=[C:29]([CH3:31])[CH:28]=[C:27]([CH3:32])[CH:26]=1)[C:17]1[CH:22]=[C:21]([CH3:23])[CH:20]=[C:19]([CH3:24])[CH:18]=1.[Cl-].[Na+]. The catalyst is O1CCCC1.C(OCC)(=O)C.O.CCCCCC. The product is [CH3:32][C:27]1[CH:26]=[C:25]([P:16]([C:17]2[CH:18]=[C:19]([CH3:24])[CH:20]=[C:21]([CH3:23])[CH:22]=2)[C:2]2[CH:7]=[CH:6][CH:5]=[C:4]([CH2:8][CH3:9])[N:3]=2)[CH:30]=[C:29]([CH3:31])[CH:28]=1. The yield is 0.330. (8) The reactants are [Cl-].[NH4+:2].[C-:3]#[N:4].[K+].[CH3:6][O:7][CH2:8][C:9]([CH3:13])([CH3:12])[CH:10]=O. The catalyst is O.N. The product is [NH2:2][CH:10]([C:9]([CH3:13])([CH3:12])[CH2:8][O:7][CH3:6])[C:3]#[N:4]. The yield is 0.0800.